This data is from Forward reaction prediction with 1.9M reactions from USPTO patents (1976-2016). The task is: Predict the product of the given reaction. (1) Given the reactants [NH2:1][C:2]1[CH:3]=[C:4]([CH2:10]O)[CH:5]=[C:6]([O:8][CH3:9])[CH:7]=1.[CH2:12]([N:14](CC)[CH2:15]C)C.S(Cl)(C)(=O)=O.CNC.C1COCC1, predict the reaction product. The product is: [CH3:12][N:14]([CH2:10][C:4]1[CH:3]=[C:2]([CH:7]=[C:6]([O:8][CH3:9])[CH:5]=1)[NH2:1])[CH3:15]. (2) Given the reactants [O:1]=[C:2]1[C:10]2[C:5](=[CH:6][CH:7]=[CH:8][CH:9]=2)[C:4](=[O:11])[N:3]1[CH2:12][C@H:13]([NH:26][C:27](=O)[O:28]C(C)(C)C)[C:14]1[CH:19]=[CH:18][C:17]([O:20][CH2:21][C@@H:22]([CH3:25])[CH2:23][CH3:24])=[CH:16][CH:15]=1.FC(F)(F)C(O)=O.S1[CH:45]=[CH:44][CH:43]=[C:42]1[CH:46]1[CH2:48][CH:47]1[C:49](Cl)=O.C(N(CC)CC)C, predict the reaction product. The product is: [O:1]=[C:2]1[C:10]2[C:5](=[CH:6][CH:7]=[CH:8][CH:9]=2)[C:4](=[O:11])[N:3]1[CH2:12][C@H:13]([NH:26][C:27](=[O:28])[C@H:44]([C:43]1[CH:42]=[CH:46][CH:48]=[CH:47][CH:49]=1)[CH3:45])[C:14]1[CH:19]=[CH:18][C:17]([O:20][CH2:21][C@@H:22]([CH3:25])[CH2:23][CH3:24])=[CH:16][CH:15]=1. (3) Given the reactants P([O-])([O-])([O-])=O.[K+].[K+].[K+].CN[CH2:11][C@H:12]([OH:21])[C:13]1[CH:14]=[CH:15][C:16]([OH:20])=[C:17]([OH:19])[CH:18]=1.[C:22]1(O)[CH:27]=[CH:26]C=[CH:24][CH:23]=1.[C:29]([OH:50])(=[O:49])[CH2:30][CH2:31][CH2:32]/[CH:33]=[CH:34]\[CH2:35]/C=C\C/C=C\C/C=C\CCCCC.CC1N(C(C2C=CC(Cl)=CC=2)=O)C2C=CC(OC)=CC=2C=1CC(O)=O, predict the reaction product. The product is: [CH3:24][CH2:23][CH2:22][CH2:27][CH2:26][C@H:16]([OH:20])/[CH:15]=[CH:14]/[C@@H:13]1[C@@H:18]([CH2:35]/[CH:34]=[CH:33]\[CH2:32][CH2:31][CH2:30][C:29]([OH:50])=[O:49])[C:17](=[O:19])[CH2:11][C@H:12]1[OH:21]. (4) Given the reactants [CH:1]1([CH:7](O)[CH3:8])[CH2:6][CH2:5][CH2:4][CH2:3][CH2:2]1.[H-].[Na+].Cl[S:13]([N:16]=C=O)(=[O:15])=[O:14].C(O)=[O:20], predict the reaction product. The product is: [S:13](=[O:20])(=[O:15])([O:14][CH2:8][CH2:7][CH:1]1[CH2:6][CH2:5][CH2:4][CH2:3][CH2:2]1)[NH2:16]. (5) Given the reactants [CH2:1](OC(N1C[C@H](OC(C)(C)C)C[C@H]1C(O)=O)=O)[C:2]1[CH:7]=CC=C[CH:3]=1.[CH2:24]([O:31][C:32]([N:34]1[CH2:38][C@@H:37]([NH2:39])[CH2:36][C@H:35]1[C:40]1[O:41][CH:42]=[CH:43][N:44]=1)=[O:33])[C:25]1[CH:30]=[CH:29][CH:28]=[CH:27][CH:26]=1, predict the reaction product. The product is: [CH2:24]([O:31][C:32]([N:34]1[CH2:38][C@@H:37]([NH2:39])[CH2:36][C@H:35]1[C:40]1[O:41][C:42]([C:2]([CH3:7])([CH3:3])[CH3:1])=[CH:43][N:44]=1)=[O:33])[C:25]1[CH:30]=[CH:29][CH:28]=[CH:27][CH:26]=1. (6) Given the reactants Cl[C:2]1[C:7]([N+:8]([O-:10])=[O:9])=[CH:6][C:5]([N+:11]([O-:13])=[O:12])=[CH:4][N:3]=1.[NH3:14], predict the reaction product. The product is: [NH2:14][C:2]1[C:7]([N+:8]([O-:10])=[O:9])=[CH:6][C:5]([N+:11]([O-:13])=[O:12])=[CH:4][N:3]=1.